The task is: Regression. Given a peptide amino acid sequence and an MHC pseudo amino acid sequence, predict their binding affinity value. This is MHC class II binding data.. This data is from Peptide-MHC class II binding affinity with 134,281 pairs from IEDB. (1) The peptide sequence is EDHWASRENSGGGVE. The MHC is DRB1_0801 with pseudo-sequence DRB1_0801. The binding affinity (normalized) is 0.291. (2) The peptide sequence is AFKVAATAANAAPCN. The MHC is HLA-DPA10201-DPB11401 with pseudo-sequence HLA-DPA10201-DPB11401. The binding affinity (normalized) is 0.856. (3) The peptide sequence is ENVKMEDVGYPIIID. The MHC is DRB1_0901 with pseudo-sequence DRB1_0901. The binding affinity (normalized) is 0.398. (4) The peptide sequence is ELPGVDPDKDVDIMV. The MHC is DRB1_0101 with pseudo-sequence DRB1_0101. The binding affinity (normalized) is 0.105.